This data is from Forward reaction prediction with 1.9M reactions from USPTO patents (1976-2016). The task is: Predict the product of the given reaction. Given the reactants CC(C[AlH]CC(C)C)C.Br[C:11]1[C:12]([CH:29]([CH3:31])[CH3:30])=[C:13]([C:23]2[CH:28]=[CH:27][CH:26]=[CH:25][CH:24]=2)[C:14]([CH:20]([CH3:22])[CH3:21])=[CH:15][C:16]=1[CH:17]([CH3:19])[CH3:18].Br[C:33]1[CH:38]=[CH:37][CH:36]=[CH:35][C:34]=1Cl.[P:40](Cl)([CH:47]1[CH2:52][CH2:51][CH2:50][CH2:49][CH2:48]1)[CH:41]1[CH2:46][CH2:45][CH2:44][CH2:43][CH2:42]1, predict the reaction product. The product is: [CH:33]1([P:40]([CH:47]2[CH2:52][CH2:51][CH2:50][CH2:49][CH2:48]2)[C:41]2[CH:46]=[CH:45][CH:44]=[CH:43][C:42]=2[C:11]2[C:16]([CH:17]([CH3:18])[CH3:19])=[CH:15][C:14]([CH:20]([CH3:22])[CH3:21])=[C:13]([C:23]3[CH:24]=[CH:25][CH:26]=[CH:27][CH:28]=3)[C:12]=2[CH:29]([CH3:31])[CH3:30])[CH2:38][CH2:37][CH2:36][CH2:35][CH2:34]1.